Dataset: Forward reaction prediction with 1.9M reactions from USPTO patents (1976-2016). Task: Predict the product of the given reaction. (1) Given the reactants [F:1][CH:2]([F:24])[C:3]1[N:8]2[N:9]=[CH:10][C:11]([C:12]#[CH:13])=[C:7]2[N:6]=[C:5]([C:14]2[CH:19]=[CH:18][C:17]([C:20]([F:23])([F:22])[F:21])=[CH:16][CH:15]=2)[CH:4]=1.Br[C:26]1[CH:31]=[CH:30][C:29]([S:32]([N:35]([CH3:37])[CH3:36])(=[O:34])=[O:33])=[CH:28][CH:27]=1, predict the reaction product. The product is: [F:24][CH:2]([F:1])[C:3]1[N:8]2[N:9]=[CH:10][C:11]([C:12]#[C:13][C:26]3[CH:27]=[CH:28][C:29]([S:32]([N:35]([CH3:37])[CH3:36])(=[O:33])=[O:34])=[CH:30][CH:31]=3)=[C:7]2[N:6]=[C:5]([C:14]2[CH:19]=[CH:18][C:17]([C:20]([F:23])([F:22])[F:21])=[CH:16][CH:15]=2)[CH:4]=1. (2) Given the reactants [C:1]1([C:15]([O:17]C)=[O:16])[C:10]2[C:5](=[CH:6][CH:7]=[CH:8][CH:9]=2)[C:4]([C:11]([O:13]C)=[O:12])=[CH:3][CH:2]=1.NC(N)=N, predict the reaction product. The product is: [C:1]1([C:15]([OH:17])=[O:16])[C:10]2[C:5](=[CH:6][CH:7]=[CH:8][CH:9]=2)[C:4]([C:11]([OH:13])=[O:12])=[CH:3][CH:2]=1. (3) Given the reactants Cl[C:2]1[N:11]=[CH:10][C:9]([Cl:12])=[CH:8][C:3]=1[C:4]([O:6][CH3:7])=[O:5].[F:13][C:14]([F:28])([F:27])[C:15]1[CH:16]=[C:17]([CH:24]=[CH:25][CH:26]=1)[O:18][CH:19]1[CH2:23][CH2:22][NH:21][CH2:20]1, predict the reaction product. The product is: [Cl:12][C:9]1[CH:10]=[N:11][C:2]([N:21]2[CH2:22][CH2:23][CH:19]([O:18][C:17]3[CH:24]=[CH:25][CH:26]=[C:15]([C:14]([F:13])([F:28])[F:27])[CH:16]=3)[CH2:20]2)=[C:3]([CH:8]=1)[C:4]([O:6][CH3:7])=[O:5]. (4) Given the reactants Cl[C:2]1[C:11]([C:12]([OH:14])=[O:13])=[CH:10][C:9]2[C:4](=[CH:5][CH:6]=[C:7]([Cl:15])[CH:8]=2)[N:3]=1.[Cl:16][C:17]1[CH:28]=[CH:27][C:26]([O:29][CH3:30])=[CH:25][C:18]=1[CH2:19][CH:20]([C:22]([OH:24])=[O:23])[NH2:21], predict the reaction product. The product is: [C:22]([CH:20]([NH:21][C:2]1[C:11]([C:12]([OH:14])=[O:13])=[CH:10][C:9]2[C:4](=[CH:5][CH:6]=[C:7]([Cl:15])[CH:8]=2)[N:3]=1)[CH2:19][C:18]1[CH:25]=[C:26]([O:29][CH3:30])[CH:27]=[CH:28][C:17]=1[Cl:16])([OH:24])=[O:23]. (5) Given the reactants C(OC([N:11]1[C@@H:15]([CH3:16])[CH2:14][CH2:13][C@H:12]1[C:17]1[NH:21][C:20]2[C:22]3[C:27]([CH:28]=[CH:29][C:19]=2[N:18]=1)=[CH:26][C:25]1[C:30]2[C:35]([CH2:36][O:37][C:24]=1[CH:23]=3)=[CH:34][C:33]([C:38]1[NH:42][C:41]([C@@H:43]3[CH2:47][C@H:46]([CH2:48][O:49][CH3:50])[CH2:45][N:44]3[C:51]([O:53][C:54]([CH3:57])([CH3:56])[CH3:55])=[O:52])=[N:40][CH:39]=1)=[CH:32][CH:31]=2)=O)C1C=CC=CC=1.C([O-])(O)=O.[Na+], predict the reaction product. The product is: [CH3:50][O:49][CH2:48][C@@H:46]1[CH2:45][N:44]([C:51]([O:53][C:54]([CH3:56])([CH3:55])[CH3:57])=[O:52])[C@H:43]([C:41]2[NH:42][C:38]([C:33]3[CH:34]=[C:35]4[CH2:36][O:37][C:24]5[CH:23]=[C:22]6[C:27]([CH:28]=[CH:29][C:19]7[N:18]=[C:17]([C@@H:12]8[CH2:13][CH2:14][C@H:15]([CH3:16])[NH:11]8)[NH:21][C:20]=76)=[CH:26][C:25]=5[C:30]4=[CH:31][CH:32]=3)=[CH:39][N:40]=2)[CH2:47]1. (6) Given the reactants [CH3:1][C:2]1[CH:6]=[CH:5][S:4][CH:3]=1.[Li]CCCC.Br[C:13]1[CH:18]=[CH:17][C:16]([C:19]([F:22])([F:21])[F:20])=[CH:15][CH:14]=1, predict the reaction product. The product is: [CH3:1][C:2]1[CH:6]=[C:5]([C:13]2[CH:18]=[CH:17][C:16]([C:19]([F:22])([F:21])[F:20])=[CH:15][CH:14]=2)[S:4][CH:3]=1. (7) The product is: [F:18][C:19]1[CH:39]=[C:38]([N+:40]([O-:42])=[O:41])[CH:37]=[CH:36][C:20]=1[O:21][C:2]1[CH:7]=[CH:6][N:5]=[C:4]2[CH:8]=[C:9]([C:11]([N:13]3[CH2:17][CH2:16][CH2:15][CH2:14]3)=[O:12])[S:10][C:3]=12. Given the reactants Cl[C:2]1[CH:7]=[CH:6][N:5]=[C:4]2[CH:8]=[C:9]([C:11]([N:13]3[CH2:17][CH2:16][CH2:15][CH2:14]3)=[O:12])[S:10][C:3]=12.[F:18][C:19]1[CH:39]=[C:38]([N+:40]([O-:42])=[O:41])[CH:37]=[CH:36][C:20]=1[O:21]C1C=CN=C2C=C(C(N(C)C)=O)SC=12, predict the reaction product. (8) Given the reactants FC(F)(F)C(O)=O.[O:8]1[CH2:13][CH2:12][N:11]([C:14]2[C:15]3[N:16]([CH:29]=[C:30](/[CH:32]=[CH:33]/[C:34]4[CH:43]=[CH:42][C:41]5[C:36](=[CH:37][CH:38]=[CH:39][CH:40]=5)[N:35]=4)[N:31]=3)[C:17]([C:20]3[CH:28]=[CH:27][C:23]([C:24](O)=[O:25])=[CH:22][CH:21]=3)=[CH:18][N:19]=2)[CH2:10][CH2:9]1.C(Cl)(=O)C([Cl:47])=O.[CH3:50][S:51]([NH2:54])(=[O:53])=[O:52].CCN(CC)CC, predict the reaction product. The product is: [ClH:47].[CH3:50][S:51]([NH:54][C:24](=[O:25])[C:23]1[CH:22]=[CH:21][C:20]([C:17]2[N:16]3[CH:29]=[C:30](/[CH:32]=[CH:33]/[C:34]4[CH:43]=[CH:42][C:41]5[C:36](=[CH:37][CH:38]=[CH:39][CH:40]=5)[N:35]=4)[N:31]=[C:15]3[C:14]([N:11]3[CH2:10][CH2:9][O:8][CH2:13][CH2:12]3)=[N:19][CH:18]=2)=[CH:28][CH:27]=1)(=[O:53])=[O:52]. (9) Given the reactants [Si:1]([O:8][C@@H:9]1[CH2:13][N:12]([C:14]2[CH:18]=[CH:17][N:16]([CH3:19])[N:15]=2)[C:11](=[O:20])[CH2:10]1)([C:4]([CH3:7])([CH3:6])[CH3:5])([CH3:3])[CH3:2].[N+:21]([O-])([OH:23])=[O:22].C(=O)([O-])O.[Na+], predict the reaction product. The product is: [Si:1]([O:8][C@@H:9]1[CH2:13][N:12]([C:14]2[C:18]([N+:21]([O-:23])=[O:22])=[CH:17][N:16]([CH3:19])[N:15]=2)[C:11](=[O:20])[CH2:10]1)([C:4]([CH3:7])([CH3:6])[CH3:5])([CH3:2])[CH3:3].